From a dataset of Reaction yield outcomes from USPTO patents with 853,638 reactions. Predict the reaction yield, written as a fraction of the theoretical maximum amount of product (1.0 means a 100% yield; for example, 0.34 means a 34% yield). The reactants are [Br:1][CH2:2][CH2:3][CH2:4]Br.[CH2:6]([O:8][P:9]([O:13]CC)[O:10][CH2:11][CH3:12])[CH3:7].[O-][Mn](=O)(=O)=O.[K+]. The catalyst is CCOC(C)=O. The product is [Br:1][CH2:2][CH2:3][CH2:4][P:9](=[O:13])([O:10][CH2:11][CH3:12])[O:8][CH2:6][CH3:7]. The yield is 0.790.